From a dataset of Reaction yield outcomes from USPTO patents with 853,638 reactions. Predict the reaction yield, written as a fraction of the theoretical maximum amount of product (1.0 means a 100% yield; for example, 0.34 means a 34% yield). (1) The reactants are COC1C=C(OC)C=CC=1[CH2:5][N:6](C)[C:7]1[CH:15]=[C:14]2[C:10]([CH2:11][O:12][C:13]2=[C:16]2[C:24]3[C:19](=[CH:20][CH:21]=[CH:22][CH:23]=3)[N:18]([CH2:25][OH:26])[C:17]2=[O:27])=[CH:9][CH:8]=1. The catalyst is C1COCC1.Cl. The product is [OH:26][CH2:25][N:18]1[C:19]2[C:24](=[CH:23][CH:22]=[CH:21][CH:20]=2)[C:16](=[C:13]2[C:14]3[C:10](=[CH:9][CH:8]=[C:7]([NH:6][CH3:5])[CH:15]=3)[CH2:11][O:12]2)[C:17]1=[O:27]. The yield is 0.0600. (2) The reactants are [Li+].[OH-].C[O:4][C:5](=[O:26])[C:6]([NH:21][C:22]([O:24][CH3:25])=[O:23])([CH2:13][CH2:14][C:15]1[CH:20]=[CH:19][CH:18]=[CH:17][CH:16]=1)[CH2:7][CH2:8][S:9]([CH3:12])(=[O:11])=[O:10]. The catalyst is O1CCOCC1. The product is [CH3:12][S:9]([CH2:8][CH2:7][C:6]([NH:21][C:22]([O:24][CH3:25])=[O:23])([CH2:13][CH2:14][C:15]1[CH:20]=[CH:19][CH:18]=[CH:17][CH:16]=1)[C:5]([OH:26])=[O:4])(=[O:10])=[O:11]. The yield is 0.700. (3) The reactants are [C:1]([NH:5][C:6]1[CH:11]=[CH:10][C:9]([N+:12]([O-:14])=[O:13])=[CH:8][C:7]=1[C:15]#[C:16][Si](C)(C)C)([CH3:4])([CH3:3])[CH3:2].CCOC(C)=O. The catalyst is CN(C=O)C.[Cu]I. The product is [C:1]([N:5]1[C:6]2[C:7](=[CH:8][C:9]([N+:12]([O-:14])=[O:13])=[CH:10][CH:11]=2)[CH:15]=[CH:16]1)([CH3:4])([CH3:3])[CH3:2]. The yield is 0.930. (4) The reactants are [CH3:1][C:2]1[O:6][C:5]([CH:7]=[O:8])=[CH:4][CH:3]=1.CC(=CC)C.P([O-])(O)(O)=[O:15].[Na+].Cl([O-])=O.[Na+].Cl. The catalyst is CC(O)(C)C.O. The product is [CH3:1][C:2]1[O:6][C:5]([C:7]([OH:15])=[O:8])=[CH:4][CH:3]=1. The yield is 0.240. (5) The reactants are [CH:1]1[C:10]2[C:5](=[CH:6][C:7]([C:11]3[CH:15]=[C:14]([NH:16][C:17](=[O:22])[O:18][CH2:19][CH:20]=[CH2:21])[O:13][N:12]=3)=[CH:8][CH:9]=2)[CH:4]=[CH:3][N:2]=1.[N+:23]([C:26]1[CH:31]=[CH:30][C:29]([S:32]([N@:35]2[CH2:37][CH:36]2[CH2:38][C:39]2[C:47]3[C:42](=[CH:43][CH:44]=[CH:45][CH:46]=3)[NH:41][CH:40]=2)(=[O:34])=[O:33])=[CH:28][CH:27]=1)([O-:25])=[O:24].O. The catalyst is CN(C=O)C. The product is [NH:41]1[C:42]2[C:47](=[CH:46][CH:45]=[CH:44][CH:43]=2)[C:39]([CH2:38][C@H:36]([NH:35][S:32]([C:29]2[CH:28]=[CH:27][C:26]([N+:23]([O-:25])=[O:24])=[CH:31][CH:30]=2)(=[O:33])=[O:34])[CH2:37][N:16]([C:14]2[O:13][N:12]=[C:11]([C:7]3[CH:6]=[C:5]4[C:10](=[CH:9][CH:8]=3)[CH:1]=[N:2][CH:3]=[CH:4]4)[CH:15]=2)[C:17](=[O:22])[O:18][CH2:19][CH:20]=[CH2:21])=[CH:40]1. The yield is 0.860. (6) The reactants are [CH:1]([O:4][C:5]1[C:10]2[CH2:11][CH:12]([CH2:14][O:15]S(C3C=CC(C)=CC=3)(=O)=O)[O:13][C:9]=2[CH:8]=[C:7]([C:26](=[O:34])[NH:27][C:28]2[CH:32]=[CH:31][N:30]([CH3:33])[N:29]=2)[CH:6]=1)([CH3:3])[CH3:2].[CH3:35][CH2:36][O-].[Na+]. The catalyst is CCO. The product is [CH3:33][N:30]1[CH:31]=[CH:32][C:28]([NH:27][C:26]([C:7]2[CH:6]=[C:5]([O:4][CH:1]([CH3:3])[CH3:2])[C:10]3[CH2:11][CH:12]([CH2:14][O:15][CH2:35][CH3:36])[O:13][C:9]=3[CH:8]=2)=[O:34])=[N:29]1. The yield is 0.360. (7) The yield is 0.790. The product is [CH:1]1([CH2:7][CH2:8][CH2:9][O:10][C:11]2[CH:16]=[CH:15][N:14]([CH2:17][CH2:18][C:19]([CH3:27])([S:23]([CH3:26])(=[O:25])=[O:24])[C:20]([NH:43][O:42][CH:37]3[CH2:38][CH2:39][CH2:40][CH2:41][O:36]3)=[O:21])[C:13](=[O:28])[CH:12]=2)[CH2:2][CH2:3][CH2:4][CH2:5][CH2:6]1. The catalyst is O. The reactants are [CH:1]1([CH2:7][CH2:8][CH2:9][O:10][C:11]2[CH:16]=[CH:15][N:14]([CH2:17][CH2:18][C:19]([CH3:27])([S:23]([CH3:26])(=[O:25])=[O:24])[C:20](O)=[O:21])[C:13](=[O:28])[CH:12]=2)[CH2:6][CH2:5][CH2:4][CH2:3][CH2:2]1.CN1CCOCC1.[O:36]1[CH2:41][CH2:40][CH2:39][CH2:38][CH:37]1[O:42][NH2:43]. (8) The reactants are [CH:1]1([C:5]2[N:6]=[C:7]([CH3:10])[S:8][CH:9]=2)[CH2:4][CH2:3][CH2:2]1.CC(C)([O-])C.[K+].C([Li])CCC.Br[CH2:23][C:24]1[CH:25]=[C:26]([CH:29]=[CH:30][CH:31]=1)[C:27]#[N:28].[Cl-].[NH4+]. The catalyst is O1CCCC1. The product is [CH:1]1([C:5]2[N:6]=[C:7]([CH2:10][CH2:23][C:24]3[CH:25]=[C:26]([CH:29]=[CH:30][CH:31]=3)[C:27]#[N:28])[S:8][CH:9]=2)[CH2:4][CH2:3][CH2:2]1. The yield is 0.640. (9) The reactants are [H-].[Al+3].[Li+].[H-].[H-].[H-].[CH3:7][C:8]1[CH:13]=[C:12]([CH3:14])[N:11]=[C:10]([C:15](OC)=[O:16])[CH:9]=1.C(OCC)(=O)C. The catalyst is O1CCCC1.ClCCl. The product is [CH3:7][C:8]1[CH:13]=[C:12]([CH3:14])[N:11]=[C:10]([CH2:15][OH:16])[CH:9]=1. The yield is 0.850. (10) The reactants are [Br:1][C:2]1[CH:7]=[CH:6][C:5]([NH:8][C:9]2[C:10]([C:18](O)=[O:19])=[CH:11][N:12]([CH3:17])[C:13](=[O:16])[C:14]=2[F:15])=[C:4]([F:21])[CH:3]=1.CCN=C=NCCCN(C)C.C1C=CC2N(O)[N:40]=[N:39]C=2C=1.NN.CCN(CC)CC. The catalyst is CN(C=O)C.CCOC(C)=O. The product is [Br:1][C:2]1[CH:7]=[CH:6][C:5]([NH:8][C:9]2[C:10]([C:18]([NH:39][NH2:40])=[O:19])=[CH:11][N:12]([CH3:17])[C:13](=[O:16])[C:14]=2[F:15])=[C:4]([F:21])[CH:3]=1. The yield is 0.890.